From a dataset of Reaction yield outcomes from USPTO patents with 853,638 reactions. Predict the reaction yield, written as a fraction of the theoretical maximum amount of product (1.0 means a 100% yield; for example, 0.34 means a 34% yield). (1) The reactants are [CH2:1]([C:3]1[CH:4]=[C:5]2[C:10](=[CH:11][CH:12]=1)[NH:9][CH2:8][CH2:7][C:6]2=[O:13])[CH3:2].[CH2:14](N(CC)CC)C.IC. The catalyst is C1COCC1. The product is [CH2:1]([C:3]1[CH:4]=[C:5]2[C:10](=[CH:11][CH:12]=1)[N:9]([CH3:14])[CH2:8][CH2:7][C:6]2=[O:13])[CH3:2]. The yield is 0.300. (2) The reactants are Br[C:2]1[CH:7]=[CH:6][C:5]([S:8]([NH:11][C:12]([CH3:15])([CH3:14])[CH3:13])(=[O:10])=[O:9])=[CH:4][CH:3]=1.[C:16]([C:18]1[N:22]([CH3:23])[C:21](B(O)O)=[CH:20][CH:19]=1)#[N:17].[F-].[K+].C(P(C(C)(C)C)C(C)(C)C)(C)(C)C. The catalyst is C1C=CC(/C=C/C(/C=C/C2C=CC=CC=2)=O)=CC=1.C1C=CC(/C=C/C(/C=C/C2C=CC=CC=2)=O)=CC=1.C1C=CC(/C=C/C(/C=C/C2C=CC=CC=2)=O)=CC=1.[Pd].[Pd]. The product is [C:12]([NH:11][S:8]([C:5]1[CH:6]=[CH:7][C:2]([C:21]2[N:22]([CH3:23])[C:18]([C:16]#[N:17])=[CH:19][CH:20]=2)=[CH:3][CH:4]=1)(=[O:10])=[O:9])([CH3:15])([CH3:14])[CH3:13]. The yield is 0.150. (3) The reactants are [Cl:1][C:2]1[C:3]([N:13]2[CH2:18][CH2:17][N:16](C(OC(C)(C)C)=O)[CH2:15][CH2:14]2)=[N:4][CH:5]=[C:6]([C:8]([CH:10]2[CH2:12][CH2:11]2)=[O:9])[CH:7]=1.[ClH:26]. The catalyst is CO.CCOC(C)=O.O1CCOCC1. The product is [ClH:1].[ClH:26].[Cl:1][C:2]1[CH:7]=[C:6]([C:8]([CH:10]2[CH2:11][CH2:12]2)=[O:9])[CH:5]=[N:4][C:3]=1[N:13]1[CH2:18][CH2:17][NH:16][CH2:15][CH2:14]1. The yield is 1.00. (4) The reactants are [Na].[CH2:2]([O:4][C:5](=[O:13])[CH2:6][CH2:7][C:8]([O:10][CH2:11][CH3:12])=[O:9])[CH3:3].[CH2:14]([O:16]C=O)C.O. The catalyst is C(OCC)C. The product is [CH2:2]([O:4][C:5](=[O:13])[CH:6]([CH:14]=[O:16])[CH2:7][C:8]([O:10][CH2:11][CH3:12])=[O:9])[CH3:3]. The yield is 1.00. (5) The reactants are [CH:1]1([N:6]2[C:15]3[N:14]=[C:13]([C:16]4[CH:21]=[CH:20][N:19]=[C:18]([OH:22])[CH:17]=4)[N:12]=[CH:11][C:10]=3[N:9]([CH3:23])[C:8](=[O:24])[C@H:7]2[CH2:25][CH3:26])[CH2:5][CH2:4][CH2:3][CH2:2]1.[CH2:27]1CCN2C(=NCCC2)CC1.P(OC)(OC)(OC)=O. The catalyst is O1CCOCC1. The product is [CH:1]1([N:6]2[C:15]3[N:14]=[C:13]([C:16]4[CH:21]=[CH:20][N:19]([CH3:27])[C:18](=[O:22])[CH:17]=4)[N:12]=[CH:11][C:10]=3[N:9]([CH3:23])[C:8](=[O:24])[C@H:7]2[CH2:25][CH3:26])[CH2:2][CH2:3][CH2:4][CH2:5]1. The yield is 0.500.